Dataset: Catalyst prediction with 721,799 reactions and 888 catalyst types from USPTO. Task: Predict which catalyst facilitates the given reaction. (1) Reactant: [F:1][C:2]([F:14])([F:13])[C:3]1[CH:8]=[CH:7][C:6]([CH2:9][C:10]([OH:12])=O)=[CH:5][CH:4]=1.[CH2:15]([CH2:17][NH2:18])[OH:16].Cl.CN(C)CCCN=C=NCC.ON1C2C=CC=CC=2N=N1.C(N(CC)CC)C. Product: [OH:16][CH2:15][CH2:17][NH:18][C:10](=[O:12])[CH2:9][C:6]1[CH:5]=[CH:4][C:3]([C:2]([F:1])([F:14])[F:13])=[CH:8][CH:7]=1. The catalyst class is: 10. (2) Reactant: FC(F)(F)C(O)=O.[CH2:8]([NH:12][C:13]1[NH:21][C:20]2[C:16]([N:17]=[C:18]([O:22][CH3:23])[N:19]=2)=[C:15]([NH2:24])[N:14]=1)[CH2:9][CH2:10][CH3:11].C(=O)([O-])[O-].[K+].[K+].Br[CH2:32][CH2:33][CH2:34][CH:35]1[CH2:40][CH2:39][O:38][C:37]([CH3:42])([CH3:41])[CH2:36]1. Product: [CH2:8]([NH:12][C:13]1[N:21]=[C:20]2[C:16]([N:17]=[C:18]([O:22][CH3:23])[N:19]2[CH2:32][CH2:33][CH2:34][CH:35]2[CH2:40][CH2:39][O:38][C:37]([CH3:41])([CH3:42])[CH2:36]2)=[C:15]([NH2:24])[N:14]=1)[CH2:9][CH2:10][CH3:11]. The catalyst class is: 3. (3) Reactant: C([OH:3])C.[OH-].[Na+].OO.[CH3:8][C:9]1[C:17]2[C:12](=[CH:13][CH:14]=[CH:15][C:16]=2[C:18]2[CH:19]=[N:20][C:21]3[C:26]([CH:27]=2)=[CH:25][CH:24]=[CH:23][CH:22]=3)[N:11]([C:28]2[CH:35]=[CH:34][C:31]([C:32]#[N:33])=[CH:30][CH:29]=2)[N:10]=1. Product: [CH3:8][C:9]1[C:17]2[C:12](=[CH:13][CH:14]=[CH:15][C:16]=2[C:18]2[CH:19]=[N:20][C:21]3[C:26]([CH:27]=2)=[CH:25][CH:24]=[CH:23][CH:22]=3)[N:11]([C:28]2[CH:29]=[CH:30][C:31]([C:32]([NH2:33])=[O:3])=[CH:34][CH:35]=2)[N:10]=1. The catalyst class is: 58. (4) Reactant: ClC1C=C(C=CC=1)C(OO)=[O:6].[CH:12]1([S:17]([C:19]2[CH:20]=[C:21]([CH2:25][CH2:26][CH2:27][CH2:28][O:29][CH2:30][CH2:31][CH2:32][CH2:33][CH2:34][CH2:35][N:36]3[CH2:40][C@@H:39]([C:41]4[CH:52]=[CH:51][C:44]5[O:45][C:46]([CH3:50])([CH3:49])[O:47][CH2:48][C:43]=5[CH:42]=4)[O:38][C:37]3=[O:53])[CH:22]=[CH:23][CH:24]=2)=[O:18])[CH2:16][CH2:15][CH2:14][CH2:13]1. Product: [CH:12]1([S:17]([C:19]2[CH:20]=[C:21]([CH2:25][CH2:26][CH2:27][CH2:28][O:29][CH2:30][CH2:31][CH2:32][CH2:33][CH2:34][CH2:35][N:36]3[CH2:40][C@@H:39]([C:41]4[CH:52]=[CH:51][C:44]5[O:45][C:46]([CH3:49])([CH3:50])[O:47][CH2:48][C:43]=5[CH:42]=4)[O:38][C:37]3=[O:53])[CH:22]=[CH:23][CH:24]=2)(=[O:6])=[O:18])[CH2:16][CH2:15][CH2:14][CH2:13]1. The catalyst class is: 2. (5) Reactant: [C:1]([O:5][C:6]([N:8]1[CH2:13][CH2:12][C:11](O)([C:14]2[CH:15]=[CH:16][CH:17]=[C:18]3[C:22]=2[NH:21][CH:20]=[CH:19]3)[CH2:10][CH2:9]1)=[O:7])([CH3:4])([CH3:3])[CH3:2].P(Cl)(Cl)(Cl)=O. Product: [C:1]([O:5][C:6]([N:8]1[CH2:9][CH:10]=[C:11]([C:14]2[CH:15]=[CH:16][CH:17]=[C:18]3[C:22]=2[NH:21][CH:20]=[CH:19]3)[CH2:12][CH2:13]1)=[O:7])([CH3:4])([CH3:2])[CH3:3]. The catalyst class is: 17.